From a dataset of Peptide-MHC class I binding affinity with 185,985 pairs from IEDB/IMGT. Regression. Given a peptide amino acid sequence and an MHC pseudo amino acid sequence, predict their binding affinity value. This is MHC class I binding data. (1) The MHC is HLA-A33:01 with pseudo-sequence HLA-A33:01. The peptide sequence is IVNNQESNK. The binding affinity (normalized) is 0. (2) The peptide sequence is ITSGNINYM. The MHC is Mamu-A01 with pseudo-sequence Mamu-A01. The binding affinity (normalized) is 0.654. (3) The peptide sequence is RVMAIFMAL. The MHC is HLA-B83:01 with pseudo-sequence HLA-B83:01. The binding affinity (normalized) is 0.187. (4) The peptide sequence is RFWGLVHRER. The MHC is HLA-A33:01 with pseudo-sequence HLA-A33:01. The binding affinity (normalized) is 0.503. (5) The peptide sequence is DHLKEKSSL. The MHC is HLA-A69:01 with pseudo-sequence HLA-A69:01. The binding affinity (normalized) is 0.0847. (6) The peptide sequence is GLFVYLIRY. The MHC is HLA-B58:01 with pseudo-sequence HLA-B58:01. The binding affinity (normalized) is 0.149. (7) The peptide sequence is LTFGRETVI. The MHC is Patr-B0101 with pseudo-sequence Patr-B0101. The binding affinity (normalized) is 1.00. (8) The peptide sequence is SWFITQRNFF. The MHC is HLA-A01:01 with pseudo-sequence HLA-A01:01. The binding affinity (normalized) is 0.379. (9) The peptide sequence is VGHMMVIFR. The MHC is HLA-A02:01 with pseudo-sequence HLA-A02:01. The binding affinity (normalized) is 0.241. (10) The binding affinity (normalized) is 0.705. The peptide sequence is STREYLKL. The MHC is H-2-Kb with pseudo-sequence H-2-Kb.